From a dataset of Reaction yield outcomes from USPTO patents with 853,638 reactions. Predict the reaction yield, written as a fraction of the theoretical maximum amount of product (1.0 means a 100% yield; for example, 0.34 means a 34% yield). (1) The reactants are P(Cl)(Cl)(Cl)=O.[Cl:6][C:7]1[N:12]=[C:11]([N:13]([CH:15]2[CH2:18][CH2:17][CH2:16]2)[CH3:14])[CH:10]=[N:9][CH:8]=1.O.CN([CH:23]=[O:24])C. No catalyst specified. The product is [Cl:6][C:7]1[C:8]([CH:23]=[O:24])=[N:9][CH:10]=[C:11]([N:13]([CH:15]2[CH2:16][CH2:17][CH2:18]2)[CH3:14])[N:12]=1. The yield is 0.660. (2) The reactants are [CH3:1][O:2][C:3]1[N:8]=[CH:7][C:6]([N:9]2[C:13]([C:14]3[CH:18]=[CH:17][N:16]([CH3:19])[CH:15]=3)=[CH:12][C:11]([C:20]([O:22]CC)=[O:21])=[N:10]2)=[CH:5][CH:4]=1.[OH-].[Na+].O.C(OCC)C. The catalyst is O1CCCC1. The product is [CH3:1][O:2][C:3]1[N:8]=[CH:7][C:6]([N:9]2[C:13]([C:14]3[CH:18]=[CH:17][N:16]([CH3:19])[CH:15]=3)=[CH:12][C:11]([C:20]([OH:22])=[O:21])=[N:10]2)=[CH:5][CH:4]=1. The yield is 0.680. (3) The reactants are Br[C:2]1[C:7]([CH3:8])=[CH:6][CH:5]=[CH:4][C:3]=1[CH2:9][CH2:10][O:11][CH3:12].[Mg].CN(C)[CH:16]=[O:17].[Cl-].[NH4+]. The catalyst is O1CCCC1.C1(C)C=CC=CC=1. The product is [CH3:12][O:11][CH2:10][CH2:9][C:3]1[CH:4]=[CH:5][CH:6]=[C:7]([CH3:8])[C:2]=1[CH:16]=[O:17]. The yield is 0.150. (4) The reactants are [C:1]([O:9][C@H:10]1[C@H:14]([CH2:15][O:16][C:17](=[O:24])[C:18]2[CH:23]=[CH:22][CH:21]=[CH:20][CH:19]=2)[O:13][C@H:12]([N:25]2[CH:32]=[CH:31][C:29](=[O:30])[NH:28][C:26]2=[O:27])[C@@H:11]1O)(=[O:8])[C:2]1[CH:7]=[CH:6][CH:5]=[CH:4][CH:3]=1.O(C(Cl)=S)C1C=CC=CC=1. The catalyst is ClCCCl.CN(C)C1C=CN=CC=1. The product is [C:1]([O:9][C@H:10]1[C@H:14]([CH2:15][O:16][C:17](=[O:24])[C:18]2[CH:23]=[CH:22][CH:21]=[CH:20][CH:19]=2)[O:13][C@H:12]([N:25]2[CH:32]=[CH:31][C:29](=[O:30])[NH:28][C:26]2=[O:27])[CH2:11]1)(=[O:8])[C:2]1[CH:3]=[CH:4][CH:5]=[CH:6][CH:7]=1. The yield is 0.560. (5) The reactants are [CH3:1][N:2](C)[CH:3]=[C:4]([C:8]1[CH:13]=[CH:12][C:11]([F:14])=[CH:10][CH:9]=1)[C:5](=O)[CH3:6].C[NH:17]N. The catalyst is CC#N. The product is [F:14][C:11]1[CH:12]=[CH:13][C:8]([C:4]2[C:5]([CH3:6])=[N:17][N:2]([CH3:1])[CH:3]=2)=[CH:9][CH:10]=1. The yield is 0.830. (6) The reactants are [NH2:1][C:2]1[CH:7]=[CH:6][C:5]([F:8])=[CH:4][C:3]=1[NH:9][C:10]1[C:18]2[O:17][CH2:16][C@@H:15]([N:19]([C:34](=[O:39])[C:35]([F:38])([F:37])[F:36])[C:20]3[CH:33]=[CH:32][C:23]4[C@H:24]([CH2:27][C:28]([O:30][CH3:31])=[O:29])[CH2:25][O:26][C:22]=4[CH:21]=3)[C:14]=2[CH:13]=[CH:12][CH:11]=1.[CH3:40][C:41]1[O:45][N:44]=[C:43]([C:46](Cl)=O)[CH:42]=1.C(=O)([O-])O.[Na+]. The catalyst is CN(C)C(=O)C. The product is [F:8][C:5]1[CH:6]=[CH:7][C:2]2[N:1]=[C:46]([C:43]3[CH:42]=[C:41]([CH3:40])[O:45][N:44]=3)[N:9]([C:10]3[C:18]4[O:17][CH2:16][C@@H:15]([N:19]([C:34](=[O:39])[C:35]([F:37])([F:38])[F:36])[C:20]5[CH:33]=[CH:32][C:23]6[C@H:24]([CH2:27][C:28]([O:30][CH3:31])=[O:29])[CH2:25][O:26][C:22]=6[CH:21]=5)[C:14]=4[CH:13]=[CH:12][CH:11]=3)[C:3]=2[CH:4]=1. The yield is 0.600. (7) The reactants are [CH2:1]([N:8]1[C:12](=[O:13])[C:11]2([CH2:18][CH2:17][N:16](C(OC(C)(C)C)=O)[CH2:15][CH2:14]2)[N:10]([C:26]2[CH:31]=[CH:30][CH:29]=[CH:28][CH:27]=2)[CH2:9]1)[C:2]1[CH:7]=[CH:6][CH:5]=[CH:4][CH:3]=1.[F:32][C:33]([F:38])([F:37])[C:34]([OH:36])=[O:35]. No catalyst specified. The product is [F:32][C:33]([F:38])([F:37])[C:34]([OH:36])=[O:35].[CH2:1]([N:8]1[C:12](=[O:13])[C:11]2([CH2:18][CH2:17][NH:16][CH2:15][CH2:14]2)[N:10]([C:26]2[CH:31]=[CH:30][CH:29]=[CH:28][CH:27]=2)[CH2:9]1)[C:2]1[CH:3]=[CH:4][CH:5]=[CH:6][CH:7]=1. The yield is 0.910. (8) The reactants are [CH:1]1([Mg]Br)[CH2:6][CH2:5][CH2:4][CH2:3][CH2:2]1.[CH3:9][O:10][C:11]1[CH:12]=[C:13]([N:17]2[CH:21]=[C:20]([CH:22]=[O:23])[C:19]([CH3:24])=[N:18]2)[CH:14]=[CH:15][CH:16]=1. The catalyst is O1CCCC1. The product is [CH:1]1([CH:22]([C:20]2[C:19]([CH3:24])=[N:18][N:17]([C:13]3[CH:14]=[CH:15][CH:16]=[C:11]([O:10][CH3:9])[CH:12]=3)[CH:21]=2)[OH:23])[CH2:6][CH2:5][CH2:4][CH2:3][CH2:2]1. The yield is 0.700. (9) The reactants are [CH3:1][O:2][C:3]1[CH:4]=[C:5]([CH:9]=[C:10]([O:14][CH3:15])[C:11]=1[O:12][CH3:13])[C:6]([OH:8])=O.[CH3:16][N:17]([CH3:32])[CH2:18][CH2:19][CH2:20][NH:21][CH2:22][C:23]([CH3:31])=[CH:24][C:25]1[CH:30]=[CH:29][CH:28]=[CH:27][CH:26]=1.F[B-](F)(F)F.N1(OC(N(C)C)=[N+](C)C)C2C=CC=CC=2N=N1.Cl. The yield is 0.130. No catalyst specified. The product is [CH3:32][N:17]([CH3:16])[CH2:18][CH2:19][CH2:20][N:21]([CH2:22][C:23]([CH3:31])=[CH:24][C:25]1[CH:30]=[CH:29][CH:28]=[CH:27][CH:26]=1)[C:6](=[O:8])[C:5]1[CH:9]=[C:10]([O:14][CH3:15])[C:11]([O:12][CH3:13])=[C:3]([O:2][CH3:1])[CH:4]=1.